Dataset: Experimentally validated miRNA-target interactions with 360,000+ pairs, plus equal number of negative samples. Task: Binary Classification. Given a miRNA mature sequence and a target amino acid sequence, predict their likelihood of interaction. (1) The miRNA is mmu-miR-876-5p with sequence UGGAUUUCUCUGUGAAUCACUA. The protein sequence of the target gene is MAGYEYVSPEQLSGFDKYKYSALDTNPLSLYIMHPFWNTIVKVFPTWLAPNLITFSGFMLLVFNFLLLTYFDPDFYASAPGHKHVPDWVWIVVGILNFAAYTLDGVDGKQARRTNSSTPLGELFDHGLDSWSCVYFVVTVYSIFGRGPTGVSVFVLYLLLWVVLFSFILSHWEKYNTGVLFLPWGYDISQVTISFVYIVTAVVGVEAWYEPFLFNFLYRDLFTAMIIGCALCVTLPMSLLNFFRSYKSNTLKHKSVYEAMVPFFSPCLLFTLCTVWILWSPSDILEIHPRIFYFMVGTAF.... Result: 0 (no interaction). (2) The miRNA is hsa-miR-4501 with sequence UAUGUGACCUCGGAUGAAUCA. The protein sequence of the target gene is MAPERLRSRALSAFKLRGLLLRGEAIKYLTEALQSISELELEDKLEKIINAVEKQPLSSNMIERSVVEAAVQECSQSVDETIEHVFNIIGAFDIPRFVYNSERKKFLPLLMTNHPAPNLFGTPRDKAEMFRERYTILHQRTHRHELFTPPVIGSHPDESGSKFQLKTIETLLGSTTKIGDAIVLGMITQLKEGKFFLEDPTGTVQLDLSKAQFHSGLYTEACFVLAEGWFEDQVFHVNAFGFPPTEPSSTTRAYYGNINFFGGPSNTSVKTSAKLKQLEEENKDAMFVFLSDVWLDQVEV.... Result: 0 (no interaction).